Dataset: Forward reaction prediction with 1.9M reactions from USPTO patents (1976-2016). Task: Predict the product of the given reaction. (1) Given the reactants C1(S([N:10]2[C:18]3[C:13](=[N:14][C:15]([Cl:27])=[C:16]([C:19]4[CH:26]=[CH:25][C:22]([C:23]#[N:24])=[CH:21][CH:20]=4)[CH:17]=3)[CH:12]=[CH:11]2)(=O)=O)C=CC=CC=1.[OH-].[Na+].Cl, predict the reaction product. The product is: [Cl:27][C:15]1[N:14]=[C:13]2[CH:12]=[CH:11][NH:10][C:18]2=[CH:17][C:16]=1[C:19]1[CH:26]=[CH:25][C:22]([C:23]#[N:24])=[CH:21][CH:20]=1. (2) Given the reactants [Si:1]([O:18][CH2:19][C@H:20]1[O:24][C@@H:23]([N:25]2[C:30](=[O:31])[C:29](F)=[CH:28][NH:27][C:26]2=[O:33])[C@@H:22]([F:34])[C@@H:21]1[N:35]([OH:40])[CH2:36]C(C)C)([C:14]([CH3:17])([CH3:16])[CH3:15])([C:8]1[CH:13]=[CH:12][CH:11]=[CH:10][CH:9]=1)[C:2]1[CH:7]=[CH:6][CH:5]=[CH:4][CH:3]=1.F[C:42]1[C:43](=O)NC(=O)N[CH:47]=1, predict the reaction product. The product is: [Si:1]([O:18][CH2:19][C@H:20]1[O:24][C@@H:23]([N:25]2[C:30](=[O:31])[CH:29]=[CH:28][NH:27][C:26]2=[O:33])[C@@H:22]([F:34])[C@@H:21]1[N:35]([OH:40])[CH2:36][CH2:47][CH2:42][CH3:43])([C:14]([CH3:15])([CH3:16])[CH3:17])([C:8]1[CH:13]=[CH:12][CH:11]=[CH:10][CH:9]=1)[C:2]1[CH:7]=[CH:6][CH:5]=[CH:4][CH:3]=1.